From a dataset of Forward reaction prediction with 1.9M reactions from USPTO patents (1976-2016). Predict the product of the given reaction. (1) Given the reactants [Br:1][C:2]1[CH:3]=[CH:4][C:5](=[O:8])[NH:6][CH:7]=1.[Cl:9][C:10]1[CH:17]=[CH:16][C:13]([CH2:14]Br)=[CH:12][CH:11]=1, predict the reaction product. The product is: [Cl:9][C:10]1[CH:17]=[CH:16][C:13]([CH2:14][N:6]2[CH:7]=[C:2]([Br:1])[CH:3]=[CH:4][C:5]2=[O:8])=[CH:12][CH:11]=1. (2) Given the reactants [C:1]([O:5][C:6]([NH:8][CH2:9][CH:10]([CH3:14])[C:11]([OH:13])=O)=[O:7])([CH3:4])([CH3:3])[CH3:2].[CH3:15][C:16]1([CH3:24])[O:21][C:20](=[O:22])[CH2:19][C:18](=[O:23])[O:17]1.C(Cl)CCl, predict the reaction product. The product is: [C:1]([O:5][C:6](=[O:7])[NH:8][CH2:9][CH:10]([CH3:14])[C:11]([CH:19]1[C:20](=[O:22])[O:21][C:16]([CH3:24])([CH3:15])[O:17][C:18]1=[O:23])=[O:13])([CH3:2])([CH3:3])[CH3:4]. (3) The product is: [CH3:1][O:22][C:21](=[O:23])[C:20]1[CH:19]=[CH:18][C:17]([N:13]2[C:14]3[C:10](=[CH:9][C:8]([I:7])=[CH:16][CH:15]=3)[CH:11]=[N:12]2)=[CH:25][CH:24]=1. Given the reactants [C:1]([O-])([O-])=O.[K+].[K+].[I:7][C:8]1[CH:9]=[C:10]2[C:14](=[CH:15][CH:16]=1)[N:13]([C:17]1[CH:25]=[CH:24][C:20]([C:21]([OH:23])=[O:22])=[CH:19][CH:18]=1)[N:12]=[CH:11]2.CI, predict the reaction product.